Dataset: Full USPTO retrosynthesis dataset with 1.9M reactions from patents (1976-2016). Task: Predict the reactants needed to synthesize the given product. Given the product [CH2:16]([C:18]1[CH:19]=[C:20]([C:21]2[N:23]=[C:11]([C:9]3[CH:8]=[C:7]([O:14][CH3:15])[CH:6]=[C:5]([CH2:1][CH:2]([CH3:3])[CH3:4])[N:10]=3)[O:13][N:22]=2)[CH:25]=[C:26]([CH3:29])[C:27]=1[OH:28])[CH3:17], predict the reactants needed to synthesize it. The reactants are: [CH2:1]([C:5]1[N:10]=[C:9]([C:11]([OH:13])=O)[CH:8]=[C:7]([O:14][CH3:15])[CH:6]=1)[CH:2]([CH3:4])[CH3:3].[CH2:16]([C:18]1[CH:19]=[C:20]([CH:25]=[C:26]([CH3:29])[C:27]=1[OH:28])[C:21]([NH:23]O)=[NH:22])[CH3:17].